Dataset: Full USPTO retrosynthesis dataset with 1.9M reactions from patents (1976-2016). Task: Predict the reactants needed to synthesize the given product. (1) Given the product [CH3:31][O:30][C:29]1[CH:28]=[CH:27][C:20]([C:21](=[O:22])[C:7]#[C:6][C:4]([CH3:8])([O:3][Si:2]([CH3:10])([CH3:9])[CH3:1])[CH3:5])=[CH:19][C:18]=1[C:16]#[N:17], predict the reactants needed to synthesize it. The reactants are: [CH3:1][Si:2]([CH3:10])([CH3:9])[O:3][C:4]([CH3:8])([C:6]#[CH:7])[CH3:5].[Li]CCCC.[C:16]([C:18]1[CH:19]=[C:20]([CH:27]=[CH:28][C:29]=1[O:30][CH3:31])[C:21](N(OC)C)=[O:22])#[N:17]. (2) Given the product [C:1]([C:5]1[N:10]=[C:9]2[N:11]([CH2:23][C:24]3[N:28]([CH3:29])[N:27]=[N:26][CH:25]=3)[N:12]=[CH:13][C:8]2=[C:7]([N:14]2[CH2:18][CH2:17][C:16]([F:19])([F:20])[CH2:15]2)[N:6]=1)([CH3:4])([CH3:2])[CH3:3], predict the reactants needed to synthesize it. The reactants are: [C:1]([C:5]1[N:10]=[C:9]2[NH:11][N:12]=[CH:13][C:8]2=[C:7]([N:14]2[CH2:18][CH2:17][C:16]([F:20])([F:19])[CH2:15]2)[N:6]=1)([CH3:4])([CH3:3])[CH3:2].Cl.Cl[CH2:23][C:24]1[N:28]([CH3:29])[N:27]=[N:26][CH:25]=1.C(=O)([O-])[O-].[Cs+].[Cs+].